From a dataset of Drug-target binding data from BindingDB using Ki measurements. Regression. Given a target protein amino acid sequence and a drug SMILES string, predict the binding affinity score between them. We predict pKi (pKi = -log10(Ki in M); higher means stronger inhibition). Dataset: bindingdb_ki. (1) The small molecule is CCc1nc(N)nc(N)c1C#C[C@@H](C)c1cc(OC)cc(-c2ccc(C(=O)O)cc2)c1. The target protein sequence is MKISLISAVSESGVIGSGPDIPWSVKGEQLLFKALTYNQWLLVGRKTFDSMGVLPNRKYAVVSKNGISSSNENVLVFPSIENALKELSKVTDHVYVSGGGQIYNSLIEKADIIHLSTVHVEVEGDIKFPIMPENFNLVFEQFFMSNINYTYQIWKKG. The pKi is 8.7. (2) The drug is CNC(=O)C(F)(F)C(O)[C@@H](CC(C)C)NC(=O)C(NC(=O)C(NC(=O)CC(C)C)C(C)C)C(C)C. The target protein (P00798) has sequence AASGVATNTPTANDEEYITPVTIGGTTLNLNFDTGSADLWVFSTELPASQQSGHSVYNPSATGKELSGYTWSISYGDGSSASGNVFTDSVTVGGVTAHGQAVQAAQQISAQFQQDTNNDGLLGLAFSSINTVQPQSQTTFFDTVKSSLAQPLFAVALKHQQPGVYDFGFIDSSKYTGSLTYTGVDNSQGFWSFNVDSYTAGSQSGDGFSGIADTGTTLLLLDDSVVSQYYSQVSGAQQDSNAGGYVFDCSTNLPDFSVSISGYTATVPGSLINYGPSGDGSTCLGGIQSNSGIGFSIFGDIFLKSQYVVFDSDGPQLGFAPQA. The pKi is 5.0. (3) The pKi is 8.2. The target protein (P22692) has sequence MLPLCLVAALLLAAGPGPSLGDEAIHCPPCSEEKLARCRPPVGCEELVREPGCGCCATCALGLGMPCGVYTPRCGSGLRCYPPRGVEKPLHTLMHGQGVCMELAEIEAIQESLQPSDKDEGDHPNNSFSPCSAHDRRCLQKHFAKIRDRSTSGGKMKVNGAPREDARPVPQGSCQSELHRALERLAASQSRTHEDLYIIPIPNCDRNGNFHPKQCHPALDGQRGKCWCVDRKTGVKLPGGLEPKGELDCHQLADSFRE. The drug is O=C(c1ccc(O)c(O)c1)c1[nH]c(=O)cc2cc(O)c(O)cc12. (4) The target protein (P07858) has sequence MWQLWASLCCLLVLANARSRPSFHPLSDELVNYVNKRNTTWQAGHNFYNVDMSYLKRLCGTFLGGPKPPQRVMFTEDLKLPASFDAREQWPQCPTIKEIRDQGSCGSCWAFGAVEAISDRICIHTNAHVSVEVSAEDLLTCCGSMCGDGCNGGYPAEAWNFWTRKGLVSGGLYESHVGCRPYSIPPCEHHVNGSRPPCTGEGDTPKCSKICEPGYSPTYKQDKHYGYNSYSVSNSEKDIMAEIYKNGPVEGAFSVYSDFLLYKSGVYQHVTGEMMGGHAIRILGWGVENGTPYWLVANSWNTDWGDNGFFKILRGQDHCGIESEVVAGIPRTDQYWEKI. The pKi is 8.2. The compound is CC(=O)N[C@@H](CC(C)C)C(=O)N[C@@H](CC(C)C)C(=O)N[C@@H](CCCNC(=N)N)C(=O)O. (5) The drug is CN1CCN(C2Cc3ccccc3Sc3ccc(Cl)cc32)CC1. The target protein (P18841) has sequence MNPDLDTGHNTSAPAQWGELKDANFTGPNQTSSNSTLPQLDVTRAISVGLVLGAFILFAIVGNILVILSVACNRHLRTPTNYFIVNLAIADLLLSFTVLPFSATLEVLGYWVLGRIFCDIWAAVDVLCCTASILSLCAISIDRYIGVRYSLQYPTLVTRRKAILALLSVWVLSTVISIGPLLGWKEPAPNDDKECGVTEEPFYALFSSLGSFYIPLAVILVMYCRVYIVAKRTTKNLEAGVMKEMSNSKELTLRIHSKNFHEDTLSSTKAKGHNPRSSIAVKLFKFSREKKAAKTLGIVVGMFILCWLPFFIALPLGSLFSTLKPPDAVFKVVFWLGYFNSCLNPIIYPCSSKEFKRAFMRILGCQCRSGRRRRRRRRLGACAYTYRPWTRGGSLERSQSRKDSLDDSGSCMSGSQRTLPSASPSPGYLGRGAQPPLELCAYPEWKSGALLSLPEPPGRRGRLDSGPLFTFKLLGEPESPGTEGDASNGGCDATTDLANG.... The pKi is 9.2. (6) The small molecule is CCOP(=O)(CNC(C)=O)NC(Cc1ccccc1)NC(CCSC)C(=O)[O-]. The target protein (Q5EGZ1) has sequence MSSSCWLLLSLVAVATAQSLIEEKAESFLNKFNQEAEDLSYQSSLASWNYNTNITEENAQKMNEAAAKWSAFYEEQSKIAQNFSLQEIQNATIKRQLKALQQSGSSALSPDKNKQLNTILNTMSTIYSTGKVCNSMNPQECFLLEPGLDEIMATSTDYNRRLWAWEGWRAEVGKQLRPLYEEYVVLKNEMARANNYEDYGDYWRGDYEAEGVEGYNYNRNQLIEDVENTFKEIKPLYEQLHAYVRTKLMEVYPSYISPTGCLPAHLLGDMWGRFWTNLYPLTTPFLQKPNIDVTDAMVNQSWDAERIFKEAEKFFVSVGLPQMTPGFWTNSMLTEPGDDRKVVCHPTAWDLGHGDFRIKMCTKVTMDNFLTAHHEMGHIQYDMAYAKQPFLLRNGANEGFHEAVGEIMSLSAATPKHLKSIGLLPSNFQEDNETEINFLLKQALTIVGTLPFTYMLEKWRWMVFQDKIPREQWTKKWWEMKREIVGVVEPLPHDETYCDP.... The pKi is 3.8. (7) The drug is CSCC[C@H](NC(=O)[C@H](Cc1c[nH]c2ccccc12)NC(=O)OC(C)(C)C)C(=O)N[C@@H](CC(=O)O)C(=O)N[C@@H](Cc1ccccc1)C(N)=O. The target protein sequence is MELLKLNRSLQGPGPGPGAPLCRPAGPLLNSSGAGNVSCETPRIRGAGTRVKSMAILFNVTSLLSCWNKYRIIKVLGLSRRLRTVTKAFLLSLAVSDLLLAVACMPFTLLPNLMGTFIFGTVICKAVSYLMGVSVSVSTLSLVAIALERYSAICRPLQARVWQTRSHAARVILATWLLSGLLMVPYPVYTAVQPVGPRVLQCVHRWPNARVRQTWSVLLLLLLFFVPGVVMAVAYGLISRELYLGLRFDGDADSESQSRVRGPGGLSGSAPGPAHQNGRCRPESGLSGEDSDGCYVQLPRSRPALELSALAASTPAPGPGPRPTQAKLLAKKRVVRMLLVIVVLFFLCWLPVYSANTWRAFDGPGAHRALSGAPISFIHLLSYASACVNPLVYCFMHRRFRQACLDTCARCCPRPPRARPRPLPEEDPPTPSIASLSRLSYTTISTLGPG. The pKi is 5.7.